Dataset: Forward reaction prediction with 1.9M reactions from USPTO patents (1976-2016). Task: Predict the product of the given reaction. (1) Given the reactants [Cl:1][C:2]1[CH:7]=[CH:6][C:5]([C:8](=[NH:20])[NH:9][C:10]2[CH:15]=[CH:14][C:13]([S:16]([CH3:19])(=[O:18])=[O:17])=[CH:12][CH:11]=2)=[CH:4][CH:3]=1.C(=O)(O)[O-].[Na+].Br[CH2:27][C:28](=[O:42])[CH2:29][O:30][CH2:31][C:32]1[CH:41]=[CH:40][C:39]2[C:34](=[CH:35][CH:36]=[CH:37][CH:38]=2)[N:33]=1, predict the reaction product. The product is: [Cl:1][C:2]1[CH:3]=[CH:4][C:5]([C:8]2[N:9]([C:10]3[CH:15]=[CH:14][C:13]([S:16]([CH3:19])(=[O:17])=[O:18])=[CH:12][CH:11]=3)[CH2:27][C:28]([OH:42])([CH2:29][O:30][CH2:31][C:32]3[CH:41]=[CH:40][C:39]4[C:34](=[CH:35][CH:36]=[CH:37][CH:38]=4)[N:33]=3)[N:20]=2)=[CH:6][CH:7]=1. (2) Given the reactants [SH:1][C:2]1[N:10]=[CH:9][CH:8]=[CH:7][C:3]=1[C:4]([OH:6])=[O:5].Br[CH:12]1[CH2:16][CH2:15][CH2:14][CH2:13]1, predict the reaction product. The product is: [CH:12]1([S:1][C:2]2[N:10]=[CH:9][CH:8]=[CH:7][C:3]=2[C:4]([OH:6])=[O:5])[CH2:16][CH2:15][CH2:14][CH2:13]1. (3) Given the reactants [CH3:1][N:2]([CH2:9][CH2:10][O:11][C:12]1[CH:25]=[CH:24][C:15]([CH2:16][CH:17]2[S:21][C:20](=[O:22])[NH:19][C:18]2=[O:23])=[CH:14][CH:13]=1)[C:3]1[CH:8]=[CH:7][CH:6]=[CH:5][N:4]=1.[CH2:26]([S:28]([OH:31])(=[O:30])=[O:29])[CH3:27], predict the reaction product. The product is: [CH2:26]([S:28]([OH:31])(=[O:30])=[O:29])[CH3:27].[CH3:1][N:2]([CH2:9][CH2:10][O:11][C:12]1[CH:25]=[CH:24][C:15]([CH2:16][CH:17]2[S:21][C:20](=[O:22])[NH:19][C:18]2=[O:23])=[CH:14][CH:13]=1)[C:3]1[CH:8]=[CH:7][CH:6]=[CH:5][N:4]=1.